Dataset: Full USPTO retrosynthesis dataset with 1.9M reactions from patents (1976-2016). Task: Predict the reactants needed to synthesize the given product. (1) Given the product [N:44]1[C:53]2[C:48](=[CH:49][CH:50]=[CH:51][CH:52]=2)[CH:47]=[C:46]([C:54]([NH2:56])=[O:55])[CH:45]=1.[C:1]([N:8]([C:17]([O:19][C:20]([CH3:21])([CH3:22])[CH3:23])=[O:18])[C@H:9]([C:54]([NH:56][C@@H:36]([C:35]([OH:34])=[O:40])[CH2:61][C:60]1[CH:67]=[C:68]([F:71])[C:69]([F:70])=[C:58]([F:57])[CH:59]=1)=[O:55])[CH2:10][CH2:11][CH2:12][NH2:13])([O:3][C:4]([CH3:6])([CH3:5])[CH3:7])=[O:2], predict the reactants needed to synthesize it. The reactants are: [C:1]([N:8]([C:17]([O:19][C:20]([CH3:23])([CH3:22])[CH3:21])=[O:18])[C@H:9](C(O)=O)[CH2:10][CH2:11][CH2:12][NH2:13])([O:3][C:4]([CH3:7])([CH3:6])[CH3:5])=[O:2].C(N(CC)CC)C.ClC([O:34][CH2:35][CH3:36])=O.FC(F)(F)C(O)=[O:40].[N:44]1[C:53]2[C:48](=[CH:49][CH:50]=[CH:51][CH:52]=2)[CH:47]=[C:46]([C:54]([NH2:56])=[O:55])[CH:45]=1.[F:57][C:58]1[CH:59]=[C:60]([CH:67]=[C:68]([F:71])[C:69]=1[F:70])[CH2:61]C(C(O)=O)N.C(=O)(O)[O-].[Na+]. (2) Given the product [CH3:1][S:2][CH:3]([O:9][C:10]1[CH:15]=[C:14]([CH3:16])[C:13]([CH3:17])=[C:12]([CH3:18])[CH:11]=1)[C:4]([OH:6])=[O:5], predict the reactants needed to synthesize it. The reactants are: [CH3:1][S:2][CH:3]([O:9][C:10]1[CH:15]=[C:14]([CH3:16])[C:13]([CH3:17])=[C:12]([CH3:18])[CH:11]=1)[C:4]([O:6]CC)=[O:5].[OH-].[Na+]. (3) Given the product [C:1]([C:3]1[N:7]([C:8]2[CH:13]=[C:12]([S:14]([CH2:15][C:16]([F:19])([F:18])[F:17])=[O:41])[C:11]([CH3:20])=[CH:10][C:9]=2[F:21])[N:6]=[C:5]([O:22][C:23]([F:32])([F:31])[CH:24]([F:30])[O:25][C:26]([F:27])([F:28])[F:29])[CH:4]=1)#[N:2], predict the reactants needed to synthesize it. The reactants are: [C:1]([C:3]1[N:7]([C:8]2[CH:13]=[C:12]([S:14][CH2:15][C:16]([F:19])([F:18])[F:17])[C:11]([CH3:20])=[CH:10][C:9]=2[F:21])[N:6]=[C:5]([O:22][C:23]([F:32])([F:31])[CH:24]([F:30])[O:25][C:26]([F:29])([F:28])[F:27])[CH:4]=1)#[N:2].ClC1C=CC=C(C(OO)=[O:41])C=1. (4) Given the product [CH3:11][C:3]1[CH:4]=[N:5][CH:6]=[C:7]([N+:8]([O-:10])=[O:9])[C:2]=1[N:12]1[CH2:17][CH2:16][CH2:15][C@H:14]([NH:18][C:19](=[O:25])[O:20][C:21]([CH3:23])([CH3:22])[CH3:24])[CH2:13]1, predict the reactants needed to synthesize it. The reactants are: Cl[C:2]1[C:7]([N+:8]([O-:10])=[O:9])=[CH:6][N:5]=[CH:4][C:3]=1[CH3:11].[NH:12]1[CH2:17][CH2:16][CH2:15][C@H:14]([NH:18][C:19](=[O:25])[O:20][C:21]([CH3:24])([CH3:23])[CH3:22])[CH2:13]1.C(N(CC)CC)C. (5) Given the product [CH3:24][C:21]1[CH:22]=[CH:23][C:18]2[N:19]([CH:2]=[C:3]([C:5]3[C:6]([C:11]4[CH:16]=[CH:15][CH:14]=[CH:13][CH:12]=4)=[N:7][O:8][C:9]=3[CH3:10])[N:17]=2)[CH:20]=1, predict the reactants needed to synthesize it. The reactants are: Br[CH2:2][C:3]([C:5]1[C:6]([C:11]2[CH:16]=[CH:15][CH:14]=[CH:13][CH:12]=2)=[N:7][O:8][C:9]=1[CH3:10])=O.[NH2:17][C:18]1[CH:23]=[CH:22][C:21]([CH3:24])=[CH:20][N:19]=1. (6) Given the product [O:13]([CH2:20][CH2:7][O:6][C:5]([NH:23][C:24]1[CH:42]=[CH:41][C:27]([C:28]([N:30]2[C:36]3[CH:37]=[CH:38][CH:39]=[CH:40][C:35]=3[CH2:34][CH2:33][CH2:32][CH2:31]2)=[O:29])=[C:26]([Cl:43])[CH:25]=1)=[O:11])[C:14]1[CH:15]=[CH:16][CH:17]=[CH:18][CH:19]=1, predict the reactants needed to synthesize it. The reactants are: ClC(Cl)(O[C:5](=[O:11])[O:6][C:7](Cl)(Cl)Cl)Cl.[O:13]([CH2:20]CO)[C:14]1[CH:19]=[CH:18][CH:17]=[CH:16][CH:15]=1.[NH2:23][C:24]1[CH:42]=[CH:41][C:27]([C:28]([N:30]2[C:36]3[CH:37]=[CH:38][CH:39]=[CH:40][C:35]=3[CH2:34][CH2:33][CH2:32][CH2:31]2)=[O:29])=[C:26]([Cl:43])[CH:25]=1.N1CCCCC1. (7) The reactants are: [CH3:1][C:2]([CH3:6])=[CH:3][CH2:4]Br.C([O-])([O-])=O.[K+].[K+].[CH3:13][C:14]1[N:15]=[C:16]([N+:19]([O-:21])=[O:20])[NH:17][CH:18]=1. Given the product [CH3:13][C:14]1[N:15]=[C:16]([N+:19]([O-:21])=[O:20])[N:17]([CH2:4][CH:3]=[C:2]([CH3:6])[CH3:1])[CH:18]=1, predict the reactants needed to synthesize it. (8) Given the product [CH3:1][C:2]([N:10]1[CH:14]=[C:13]([NH:15][C:16](=[O:22])[CH:17]([NH:21][CH:24]2[CH2:23][C:31]3[C:26](=[CH:27][CH:28]=[CH:29][CH:30]=3)[CH2:25]2)[CH2:18][CH2:19][CH3:20])[N:12]=[CH:11]1)([CH3:9])[CH2:3][N:4]1[CH2:8][CH2:7][CH2:6][CH2:5]1, predict the reactants needed to synthesize it. The reactants are: [CH3:1][C:2]([N:10]1[CH:14]=[C:13]([NH:15][C:16](=[O:22])[CH:17]([NH2:21])[CH2:18][CH2:19][CH3:20])[N:12]=[CH:11]1)([CH3:9])[CH2:3][N:4]1[CH2:8][CH2:7][CH2:6][CH2:5]1.[CH2:23]1[C:31]2[C:26](=[CH:27][CH:28]=[CH:29][CH:30]=2)[CH2:25][C:24]1=O. (9) The reactants are: [C:1]1([C:7]2[O:8][C:9]([C:15]([F:18])([F:17])[F:16])=[C:10]([C:12]([OH:14])=O)[N:11]=2)[CH:6]=[CH:5][CH:4]=[CH:3][CH:2]=1.[CH2:19]([N:21]([CH2:29][CH3:30])[C:22]1[CH:27]=[CH:26][C:25]([NH2:28])=[CH:24][N:23]=1)[CH3:20]. Given the product [CH2:29]([N:21]([CH2:19][CH3:20])[C:22]1[N:23]=[CH:24][C:25]([NH:28][C:12]([C:10]2[N:11]=[C:7]([C:1]3[CH:2]=[CH:3][CH:4]=[CH:5][CH:6]=3)[O:8][C:9]=2[C:15]([F:18])([F:17])[F:16])=[O:14])=[CH:26][CH:27]=1)[CH3:30], predict the reactants needed to synthesize it. (10) Given the product [Br:35][C:21]1[C:15]2[C:16](=[N:17][CH:18]=[C:13]([CH2:12][CH2:11][C:5]3[CH:4]=[C:3]([O:2][CH3:1])[CH:8]=[C:7]([O:9][CH3:10])[CH:6]=3)[N:14]=2)[NH:19][C:20]=1[C:22]1[CH:23]=[CH:24][C:25]([N:28]2[CH2:29][CH2:30][N:31]([CH3:34])[CH2:32][CH2:33]2)=[CH:26][CH:27]=1, predict the reactants needed to synthesize it. The reactants are: [CH3:1][O:2][C:3]1[CH:4]=[C:5]([CH2:11][CH2:12][C:13]2[N:14]=[C:15]3[CH:21]=[C:20]([C:22]4[CH:27]=[CH:26][C:25]([N:28]5[CH2:33][CH2:32][N:31]([CH3:34])[CH2:30][CH2:29]5)=[CH:24][CH:23]=4)[NH:19][C:16]3=[N:17][CH:18]=2)[CH:6]=[C:7]([O:9][CH3:10])[CH:8]=1.[Br:35]N1C(=O)CCC1=O.